From a dataset of Experimentally validated miRNA-target interactions with 360,000+ pairs, plus equal number of negative samples. Binary Classification. Given a miRNA mature sequence and a target amino acid sequence, predict their likelihood of interaction. (1) Result: 0 (no interaction). The miRNA is hsa-miR-4526 with sequence GCUGACAGCAGGGCUGGCCGCU. The protein sequence of the target gene is MLRNSTFKNMQRRHTTLREKGRRQAIRGPAYMFNEKGTSLTPEEERFLDSAEYGNIPVVRKMLEESKTLNFNCVDYMGQNALQLAVGNEHLEVTELLLKKENLARVGDALLLAISKGYVRIVEAILNHPAFAQGQRLTLSPLEQELRDDDFYAYDEDGTRFSHDITPIILAAHCQEYEIVHILLLKGARIERPHDYFCKCNECTEKQRKDSFSHSRSRMNAYKGLASAAYLSLSSEDPVLTALELSNELARLANIETEFKNDYRKLSMQCKDFVVGVLDLCRDTEEVEAILNGDVNFQVW.... (2) The miRNA is hsa-miR-4655-5p with sequence CACCGGGGAUGGCAGAGGGUCG. The protein sequence of the target gene is MRLPKLLTFLLWYLAWLDLEFICTVLGAPDLGQRPQGTRPGLAKAEAKERPPLARNVFRPGGHSYGGGATNANARAKGGTGQTGGLTQPKKDEPKKLPPRPGGPEPKPGHPPQTRQATARTVTPKGQLPGGKAPPKAGSVPSSFLLKKAREPGPPREPKEPFRPPPITPHEYMLSLYRTLSDADRKGGNSSVKLEAGLANTITSFIDKGQDDRGPVVRKQRYVFDISALEKDGLLGAELRILRKKPSDTAKPAAPGGGRAAQLKLSSCPSGRQPASLLDVRSVPGLDGSGWEVFDIWKLF.... Result: 0 (no interaction). (3) The miRNA is hsa-miR-3117-3p with sequence AUAGGACUCAUAUAGUGCCAG. The protein sequence of the target gene is MLRCGGRGLLLGLAVAAAAVMAARLMGWWGPRAGFRLFIPEELSRYRGGPGDPGLYLALLGRVYDVSSGRRHYEPGSHYSGFAGRDASRAFVTGDCSEAGLVDDVSDLSAAEMLTLHNWLSFYEKNYVCVGRVTGRFYGEDGLPTPALTQVEAAITRGLEANKLQLQEKQTFPPCNAEWSSARGSRLWCSQKSGGVSRDWIGVPRKLYKPGAKEPRCVCVRTTGPPSGQMPDNPPHRNRGDLDHPNLAEYTGCPPLAITCSFPL. Result: 0 (no interaction).